Dataset: Reaction yield outcomes from USPTO patents with 853,638 reactions. Task: Predict the reaction yield, written as a fraction of the theoretical maximum amount of product (1.0 means a 100% yield; for example, 0.34 means a 34% yield). (1) The reactants are Br[C:2]1[CH:3]=[C:4]([C:8]([O:10][CH3:11])=[O:9])[CH:5]=[N:6][CH:7]=1.COCCOC.C(=O)([O-])[O-].[Na+].[Na+].[CH3:24][O:25][C:26]1[CH:27]=[C:28]2[C:33](=[CH:34][CH:35]=1)[CH:32]=[C:31](B(O)O)[CH:30]=[CH:29]2. The catalyst is O.C1C=CC([P]([Pd]([P](C2C=CC=CC=2)(C2C=CC=CC=2)C2C=CC=CC=2)([P](C2C=CC=CC=2)(C2C=CC=CC=2)C2C=CC=CC=2)[P](C2C=CC=CC=2)(C2C=CC=CC=2)C2C=CC=CC=2)(C2C=CC=CC=2)C2C=CC=CC=2)=CC=1.C(OCC)(=O)C. The product is [CH3:24][O:25][C:26]1[CH:27]=[C:28]2[C:33](=[CH:34][CH:35]=1)[CH:32]=[C:31]([C:2]1[CH:3]=[C:4]([C:8]([O:10][CH3:11])=[O:9])[CH:5]=[N:6][CH:7]=1)[CH:30]=[CH:29]2. The yield is 0.840. (2) The product is [CH3:12][O:11][C:7]1[CH:6]=[C:5]([C:13](=[O:16])[C:14]#[CH:15])[CH:4]=[C:3]([O:2][CH3:1])[C:8]=1[O:9][CH3:10]. The reactants are [CH3:1][O:2][C:3]1[CH:4]=[C:5]([CH:13]([OH:16])[C:14]#[CH:15])[CH:6]=[C:7]([O:11][CH3:12])[C:8]=1[O:9][CH3:10]. The catalyst is CC(C)=O.CC(C)=O.OS(O)(=O)=O.O=[Cr](=O)=O. The yield is 0.750. (3) The product is [OH:2][CH2:3][C:5]1[CH:6]=[CH:7][C:8]2[O:13][CH2:12][C:11](=[O:14])[NH:10][C:9]=2[CH:15]=1. The catalyst is C(Cl)Cl. The reactants are C[O:2][C:3]([C:5]1[CH:6]=[CH:7][C:8]2[O:13][CH2:12][C:11](=[O:14])[NH:10][C:9]=2[CH:15]=1)=O.CC(C[AlH]CC(C)C)C. The yield is 0.690. (4) The reactants are [CH:1]1([N:7]([CH:18]2[CH2:23][CH2:22][CH2:21][CH2:20][CH2:19]2)[C:8]([NH:10][C:11]2[S:12][C:13]([CH:16]=O)=[CH:14][N:15]=2)=[O:9])[CH2:6][CH2:5][CH2:4][CH2:3][CH2:2]1.Cl.[CH3:25][S:26]([N:29]1[CH2:34][CH2:33][NH:32][CH2:31][CH2:30]1)(=[O:28])=[O:27].C(O[BH-](OC(=O)C)OC(=O)C)(=O)C.[Na+]. No catalyst specified. The product is [CH:1]1([N:7]([CH:18]2[CH2:23][CH2:22][CH2:21][CH2:20][CH2:19]2)[C:8]([NH:10][C:11]2[S:12][C:13]([CH2:16][N:32]3[CH2:33][CH2:34][N:29]([S:26]([CH3:25])(=[O:28])=[O:27])[CH2:30][CH2:31]3)=[CH:14][N:15]=2)=[O:9])[CH2:6][CH2:5][CH2:4][CH2:3][CH2:2]1. The yield is 0.380.